From a dataset of Reaction yield outcomes from USPTO patents with 853,638 reactions. Predict the reaction yield, written as a fraction of the theoretical maximum amount of product (1.0 means a 100% yield; for example, 0.34 means a 34% yield). (1) The yield is 0.920. The product is [C:15]([C:10]1[C:9]([F:18])=[C:8]([CH:13]=[CH:12][C:11]=1[F:14])[O:7][C@H:4]([CH2:5][OH:6])[C:3]([O-:19])=[O:2])(=[O:17])[NH2:16].[Cs+:24]. The reactants are C[O:2][C:3](=[O:19])[C@H:4]([O:7][C:8]1[CH:13]=[CH:12][C:11]([F:14])=[C:10]([C:15](=[O:17])[NH2:16])[C:9]=1[F:18])[CH2:5][OH:6].C(=O)([O-])[O-].[Cs+:24].[Cs+]. The catalyst is O.C(#N)C. (2) The reactants are [ClH:1].[N:2]1([CH2:8][CH2:9][N:10]2[CH2:15][C:14]3[CH:16]=[C:17](/[CH:20]=[CH:21]/[C:22](O)=[O:23])[CH:18]=[N:19][C:13]=3[NH:12][C:11]2=[O:25])[CH2:7][CH2:6][O:5][CH2:4][CH2:3]1.Cl.CN1CC2C=C(/C=C/C(O)=O)C=NC=2NC(=O)C1.[CH3:45][NH:46][CH2:47][C:48]1[C:57]2[C:52](=[CH:53][CH:54]=[CH:55][CH:56]=2)[C:51]([CH3:58])=[CH:50][CH:49]=1.CNCC1C=CC2C(=CC=CC=2)C=1CCC. No catalyst specified. The product is [ClH:1].[CH3:45][N:46]([CH2:47][C:48]1[C:57]2[C:52](=[CH:53][CH:54]=[CH:55][CH:56]=2)[C:51]([CH3:58])=[CH:50][CH:49]=1)[C:22](=[O:23])/[CH:21]=[CH:20]/[C:17]1[CH:18]=[N:19][C:13]2[NH:12][C:11](=[O:25])[N:10]([CH2:9][CH2:8][N:2]3[CH2:7][CH2:6][O:5][CH2:4][CH2:3]3)[CH2:15][C:14]=2[CH:16]=1. The yield is 0.500. (3) The reactants are [C:1]1([S:7]([C:10]2[CH:11]=[C:12]3[C:17](=[CH:18][CH:19]=2)[CH:16]([CH2:20][CH2:21]OS(C)(=O)=O)[CH2:15][CH2:14][CH2:13]3)(=[O:9])=[O:8])[CH:6]=[CH:5][CH:4]=[CH:3][CH:2]=1.[C-:27]#[N:28].[K+].[I-].[K+].O. The catalyst is CN(C=O)C. The product is [C:1]1([S:7]([C:10]2[CH:11]=[C:12]3[C:17](=[CH:18][CH:19]=2)[CH:16]([CH2:20][CH2:21][C:27]#[N:28])[CH2:15][CH2:14][CH2:13]3)(=[O:9])=[O:8])[CH:6]=[CH:5][CH:4]=[CH:3][CH:2]=1. The yield is 0.951. (4) The reactants are OS(O)(=O)=O.[CH2:6]=[O:7].[CH3:8][C:9]1[C:18]2([CH2:20][CH2:19]2)[C@:17]([OH:22])([CH3:21])[C:15](=[O:16])[C:14]2[C:10]=1[C@@H:11](O)[C@@:12](CO)([CH3:23])[CH:13]=2. The catalyst is CC(C)=O. The product is [CH3:23][C:12]1[CH:13]=[C:14]2[C:10](=[C:9]([CH3:8])[C:18]3([C@:17]([OH:22])([CH3:21])[C:15]2=[O:16])[CH2:20][CH2:19]3)[C:11]=1[CH2:6][OH:7]. The yield is 0.243. (5) The reactants are [C:9](O[C:9]([O:11][C:12]([CH3:15])([CH3:14])[CH3:13])=[O:10])([O:11][C:12]([CH3:15])([CH3:14])[CH3:13])=[O:10].[CH3:16][NH:17][CH2:18][C:19]#[CH:20]. The catalyst is CO. The product is [C:9]([N:17]([CH2:18][C:19]#[CH:20])[CH3:16])([O:11][C:12]([CH3:13])([CH3:14])[CH3:15])=[O:10]. The yield is 0.970. (6) The reactants are [Cl:1][C:2]1[NH:10][C:5]2=[N:6][CH:7]=[CH:8][CH:9]=[C:4]2[C:3]=1[CH:11]=[O:12].[C:13]1(B(O)O)[CH:18]=[CH:17][CH:16]=[CH:15][CH:14]=1.C(N(CC)CC)C.N1C=CC=CC=1. The catalyst is ClCCl. The product is [Cl:1][C:2]1[N:10]([C:13]2[CH:18]=[CH:17][CH:16]=[CH:15][CH:14]=2)[C:5]2=[N:6][CH:7]=[CH:8][CH:9]=[C:4]2[C:3]=1[CH:11]=[O:12]. The yield is 0.250. (7) The reactants are [N:1]([CH2:4][CH2:5][CH2:6][C:7]([O:9][CH3:10])=[O:8])=[C:2]=[O:3].[NH2:11][CH2:12][CH2:13][CH2:14][CH2:15][C:16]([CH3:20])([CH3:19])[CH2:17][OH:18]. The catalyst is C(Cl)Cl. The product is [OH:18][CH2:17][C:16]([CH3:20])([CH3:19])[CH2:15][CH2:14][CH2:13][CH2:12][NH:11][C:2]([NH:1][CH2:4][CH2:5][CH2:6][C:7]([O:9][CH3:10])=[O:8])=[O:3]. The yield is 0.960.